This data is from Experimentally validated miRNA-target interactions with 360,000+ pairs, plus equal number of negative samples. The task is: Binary Classification. Given a miRNA mature sequence and a target amino acid sequence, predict their likelihood of interaction. (1) The miRNA is hsa-miR-1827 with sequence UGAGGCAGUAGAUUGAAU. The protein sequence of the target gene is MALLVDRVRGHWRIAAGLLFNLLVSICIVFLNKWIYVYHGFPNMSLTLVHFVVTWLGLYICQKLDIFAPKSLPPSRLLLLALSFCGFVVFTNLSLQNNTIGTYQLAKAMTTPVIIAIQTFCYQKTFSTRIQLTLIPITLGVILNSYYDVKFNFLGMVFAALGVLVTSLYQVWVGAKQHELQVNSMQLLYYQAPMSSAMLLVAVPFFEPVFGEGGIFGPWSVSALLMVLLSGVIAFMVNLSIYWIIGNTSPVTYNMFGHFKFCITLFGGYVLFKDPLSINQALGILCTLFGILAYTHFKLS.... Result: 1 (interaction). (2) The miRNA is mmu-miR-344d-3p with sequence GAUAUAACCACUGCCAGACUGA. The protein sequence of the target gene is MRRDVNGVTKSRFEMFSNSDEAVINKKLPKELLLRIFSFLDVVTLCRCAQVSRAWNVLALDGSNWQRIDLFDFQRDIEGRVVENISKRCGGFLRKLSLRGCLGVGDNALRTFAQNCRNIEVLSLNGCTKTTDATCTSLSKFCSKLRHLDLASCTSITNMSLKALSEGCPLLEQLNISWCDQVTKDGIQALVRGCGGLKALFLKGCTQLEDEALKYIGAHCPELVTLNLQTCLQITDEGLITICRGCHKLQSLCASGCSNITDAILNALGQNCPRLRILEVARCSQLTDVGFTTLARNCHE.... Result: 1 (interaction).